Task: Regression. Given two drug SMILES strings and cell line genomic features, predict the synergy score measuring deviation from expected non-interaction effect.. Dataset: NCI-60 drug combinations with 297,098 pairs across 59 cell lines (1) Drug 1: CC1C(C(CC(O1)OC2CC(CC3=C2C(=C4C(=C3O)C(=O)C5=C(C4=O)C(=CC=C5)OC)O)(C(=O)C)O)N)O.Cl. Drug 2: CCC1(C2=C(COC1=O)C(=O)N3CC4=CC5=C(C=CC(=C5CN(C)C)O)N=C4C3=C2)O.Cl. Cell line: K-562. Synergy scores: CSS=27.5, Synergy_ZIP=-3.83, Synergy_Bliss=5.05, Synergy_Loewe=1.51, Synergy_HSA=5.50. (2) Drug 1: COC1=C(C=C2C(=C1)N=CN=C2NC3=CC(=C(C=C3)F)Cl)OCCCN4CCOCC4. Drug 2: C1CN(CCN1C(=O)CCBr)C(=O)CCBr. Cell line: HCT-15. Synergy scores: CSS=36.4, Synergy_ZIP=-0.677, Synergy_Bliss=0.989, Synergy_Loewe=-4.26, Synergy_HSA=3.20. (3) Drug 1: C1=CC(=CC=C1CCCC(=O)O)N(CCCl)CCCl. Drug 2: C1C(C(OC1N2C=NC(=NC2=O)N)CO)O. Cell line: NCIH23. Synergy scores: CSS=54.5, Synergy_ZIP=-0.899, Synergy_Bliss=-0.419, Synergy_Loewe=0.0949, Synergy_HSA=0.257. (4) Drug 1: CC1=C(C(=CC=C1)Cl)NC(=O)C2=CN=C(S2)NC3=CC(=NC(=N3)C)N4CCN(CC4)CCO. Cell line: HS 578T. Synergy scores: CSS=7.06, Synergy_ZIP=0.411, Synergy_Bliss=5.46, Synergy_Loewe=1.92, Synergy_HSA=4.50. Drug 2: C1C(C(OC1N2C=NC3=C2NC=NCC3O)CO)O. (5) Drug 1: CCC1=CC2CC(C3=C(CN(C2)C1)C4=CC=CC=C4N3)(C5=C(C=C6C(=C5)C78CCN9C7C(C=CC9)(C(C(C8N6C)(C(=O)OC)O)OC(=O)C)CC)OC)C(=O)OC.C(C(C(=O)O)O)(C(=O)O)O. Drug 2: CCC1(CC2CC(C3=C(CCN(C2)C1)C4=CC=CC=C4N3)(C5=C(C=C6C(=C5)C78CCN9C7C(C=CC9)(C(C(C8N6C)(C(=O)OC)O)OC(=O)C)CC)OC)C(=O)OC)O.OS(=O)(=O)O. Cell line: MDA-MB-231. Synergy scores: CSS=50.3, Synergy_ZIP=-10.3, Synergy_Bliss=1.98, Synergy_Loewe=4.05, Synergy_HSA=4.24. (6) Drug 1: COC1=C2C(=CC3=C1OC=C3)C=CC(=O)O2. Drug 2: CCC1(C2=C(COC1=O)C(=O)N3CC4=CC5=C(C=CC(=C5CN(C)C)O)N=C4C3=C2)O.Cl. Cell line: HCT-15. Synergy scores: CSS=-2.10, Synergy_ZIP=4.75, Synergy_Bliss=-2.47, Synergy_Loewe=-45.8, Synergy_HSA=-18.4. (7) Drug 1: CNC(=O)C1=CC=CC=C1SC2=CC3=C(C=C2)C(=NN3)C=CC4=CC=CC=N4. Drug 2: CN1C(=O)N2C=NC(=C2N=N1)C(=O)N. Cell line: T-47D. Synergy scores: CSS=-7.61, Synergy_ZIP=2.29, Synergy_Bliss=-3.76, Synergy_Loewe=-9.66, Synergy_HSA=-8.13. (8) Drug 1: CC12CCC3C(C1CCC2=O)CC(=C)C4=CC(=O)C=CC34C. Drug 2: C1CN1P(=S)(N2CC2)N3CC3. Cell line: A498. Synergy scores: CSS=27.8, Synergy_ZIP=5.51, Synergy_Bliss=8.39, Synergy_Loewe=7.48, Synergy_HSA=8.95.